From a dataset of Full USPTO retrosynthesis dataset with 1.9M reactions from patents (1976-2016). Predict the reactants needed to synthesize the given product. Given the product [CH3:1][O:2][C:3]1([CH:9]([C:17]2[CH:22]=[CH:21][CH:20]=[CH:19][CH:18]=2)[S:10][CH2:11][CH2:12][C:13]([OH:15])=[O:14])[CH2:4][CH2:5][O:6][CH2:7][CH2:8]1, predict the reactants needed to synthesize it. The reactants are: [CH3:1][O:2][C:3]1([CH:9]([C:17]2[CH:22]=[CH:21][CH:20]=[CH:19][CH:18]=2)[S:10][CH2:11][CH2:12][C:13]([O:15]C)=[O:14])[CH2:8][CH2:7][O:6][CH2:5][CH2:4]1.[Li+].[OH-].